Regression. Given two drug SMILES strings and cell line genomic features, predict the synergy score measuring deviation from expected non-interaction effect. From a dataset of NCI-60 drug combinations with 297,098 pairs across 59 cell lines. (1) Drug 1: CC1C(C(CC(O1)OC2CC(CC3=C2C(=C4C(=C3O)C(=O)C5=C(C4=O)C(=CC=C5)OC)O)(C(=O)C)O)N)O.Cl. Drug 2: C(=O)(N)NO. Cell line: MDA-MB-435. Synergy scores: CSS=11.6, Synergy_ZIP=2.79, Synergy_Bliss=5.09, Synergy_Loewe=-13.9, Synergy_HSA=-0.774. (2) Drug 1: C1CCN(CC1)CCOC2=CC=C(C=C2)C(=O)C3=C(SC4=C3C=CC(=C4)O)C5=CC=C(C=C5)O. Drug 2: CC1=CC2C(CCC3(C2CCC3(C(=O)C)OC(=O)C)C)C4(C1=CC(=O)CC4)C. Cell line: SK-MEL-5. Synergy scores: CSS=-15.3, Synergy_ZIP=10.8, Synergy_Bliss=5.90, Synergy_Loewe=-1.43, Synergy_HSA=-7.58. (3) Drug 1: CC1OCC2C(O1)C(C(C(O2)OC3C4COC(=O)C4C(C5=CC6=C(C=C35)OCO6)C7=CC(=C(C(=C7)OC)O)OC)O)O. Drug 2: C1CCC(C(C1)N)N.C(=O)(C(=O)[O-])[O-].[Pt+4]. Cell line: SK-MEL-28. Synergy scores: CSS=17.8, Synergy_ZIP=-2.47, Synergy_Bliss=-0.0189, Synergy_Loewe=-3.25, Synergy_HSA=-0.0472. (4) Drug 1: CC(CN1CC(=O)NC(=O)C1)N2CC(=O)NC(=O)C2. Drug 2: CN(CC1=CN=C2C(=N1)C(=NC(=N2)N)N)C3=CC=C(C=C3)C(=O)NC(CCC(=O)O)C(=O)O. Cell line: SK-OV-3. Synergy scores: CSS=32.1, Synergy_ZIP=-5.66, Synergy_Bliss=-3.99, Synergy_Loewe=-2.55, Synergy_HSA=-2.45.